This data is from Cav3 T-type calcium channel HTS with 100,875 compounds. The task is: Binary Classification. Given a drug SMILES string, predict its activity (active/inactive) in a high-throughput screening assay against a specified biological target. (1) The result is 0 (inactive). The drug is S(=O)(=O)(N(C)C)c1cc2c(n(cc(C(=O)N3CCOCC3)c2=O)CC)cc1. (2) The compound is S(c1n(N)c(nn1)c1c(occ1)C)CC(=O)Nc1noc(c1)C. The result is 0 (inactive).